Predict the product of the given reaction. From a dataset of Forward reaction prediction with 1.9M reactions from USPTO patents (1976-2016). (1) Given the reactants [F:1][C:2]([F:19])([C:9]([F:18])([F:17])[C:10]([F:16])([F:15])[C:11]([F:14])([F:13])[F:12])[CH2:3][CH2:4][Si:5]([CH3:8])([CH3:7])Cl.[C:20]([Mg]Br)#[CH:21], predict the reaction product. The product is: [F:1][C:2]([F:19])([C:9]([F:18])([F:17])[C:10]([F:16])([F:15])[C:11]([F:14])([F:13])[F:12])[CH2:3][CH2:4][Si:5]([C:20]#[CH:21])([CH3:8])[CH3:7]. (2) Given the reactants [NH2:1][C@@H:2]([C:5]1[CH:10]=[CH:9][CH:8]=[C:7]([Cl:11])[C:6]=1[F:12])[CH2:3][OH:4].[CH3:13][C:14]([O:17][C:18](O[C:18]([O:17][C:14]([CH3:16])([CH3:15])[CH3:13])=[O:19])=[O:19])([CH3:16])[CH3:15].C(=O)([O-])[O-].[Na+].[Na+], predict the reaction product. The product is: [C:14]([O:17][C:18](=[O:19])[NH:1][C@@H:2]([C:5]1[CH:10]=[CH:9][CH:8]=[C:7]([Cl:11])[C:6]=1[F:12])[CH2:3][OH:4])([CH3:16])([CH3:15])[CH3:13]. (3) Given the reactants Br[CH:2]([CH2:5][C:6]1[CH:11]=[CH:10][C:9]([O:12][CH3:13])=[CH:8][CH:7]=1)[CH:3]=O.[NH2:14][C:15]([NH2:17])=[S:16], predict the reaction product. The product is: [CH3:13][O:12][C:9]1[CH:10]=[CH:11][C:6]([CH2:5][C:2]2[S:16][C:15]([NH2:17])=[N:14][CH:3]=2)=[CH:7][CH:8]=1. (4) Given the reactants [Br:1][C:2]1[C:3](F)=[C:4]2[C:10]([NH:11][C:12]([CH:14]3[O:19][CH2:18][CH2:17][N:16]([C:20]([O:22][C:23]([CH3:26])([CH3:25])[CH3:24])=[O:21])[CH2:15]3)=[O:13])=[CH:9][NH:8][C:5]2=[N:6][CH:7]=1.[NH:28]1[CH2:33][CH2:32][CH2:31][C@@H:30]([NH:34][C:35](=[O:41])[O:36][C:37]([CH3:40])([CH3:39])[CH3:38])[CH2:29]1.CCN(C(C)C)C(C)C, predict the reaction product. The product is: [Br:1][C:2]1[C:3]([N:28]2[CH2:33][CH2:32][CH2:31][C@@H:30]([NH:34][C:35]([O:36][C:37]([CH3:40])([CH3:39])[CH3:38])=[O:41])[CH2:29]2)=[C:4]2[C:10]([NH:11][C:12]([CH:14]3[O:19][CH2:18][CH2:17][N:16]([C:20]([O:22][C:23]([CH3:26])([CH3:25])[CH3:24])=[O:21])[CH2:15]3)=[O:13])=[CH:9][NH:8][C:5]2=[N:6][CH:7]=1. (5) Given the reactants [C:1]([C:9]1[CH:10]=[C:11]2[C:15](=[CH:16][CH:17]=1)[NH:14][CH:13]=[CH:12]2)#[C:2][CH2:3][CH2:4][CH2:5][CH2:6][CH2:7][CH3:8], predict the reaction product. The product is: [CH2:1]([C:9]1[CH:10]=[C:11]2[C:15](=[CH:16][CH:17]=1)[NH:14][CH:13]=[CH:12]2)[CH2:2][CH2:3][CH2:4][CH2:5][CH2:6][CH2:7][CH3:8]. (6) The product is: [Br:32][C:29]1[CH:30]=[CH:31][C:26]([C:24](=[O:25])[CH2:23][C:11]([CH2:10][CH2:9][C:3]2[CH:4]=[CH:5][CH:6]=[CH:7][CH:8]=2)([C:17]([O:19][CH2:20][CH3:21])=[O:18])[C:12]([O:14][CH2:15][CH3:16])=[O:13])=[CH:27][CH:28]=1. Given the reactants [H-].[Na+].[C:3]1([CH2:9][CH2:10][CH:11]([C:17]([O:19][CH2:20][CH3:21])=[O:18])[C:12]([O:14][CH2:15][CH3:16])=[O:13])[CH:8]=[CH:7][CH:6]=[CH:5][CH:4]=1.Br[CH2:23][C:24]([C:26]1[CH:31]=[CH:30][C:29]([Br:32])=[CH:28][CH:27]=1)=[O:25].Cl, predict the reaction product.